This data is from Reaction yield outcomes from USPTO patents with 853,638 reactions. The task is: Predict the reaction yield, written as a fraction of the theoretical maximum amount of product (1.0 means a 100% yield; for example, 0.34 means a 34% yield). (1) The reactants are [CH2:1]([N:3]1[C:7]2=[N:8][C:9]([CH2:50][CH3:51])=[C:10]([CH2:19][NH:20][C:21]([C:23]3[CH:28]=[C:27]([CH3:29])[CH:26]=[C:25]([C:30]([NH:32][CH2:33][C:34]4[CH:35]=[C:36]([C:42]5[CH:47]=[CH:46][CH:45]=[C:44]([CH:48]=O)[CH:43]=5)[C:37]([O:40][CH3:41])=[CH:38][CH:39]=4)=[O:31])[CH:24]=3)=[O:22])[C:11]([NH:12][CH:13]3[CH2:18][CH2:17][O:16][CH2:15][CH2:14]3)=[C:6]2[CH:5]=[N:4]1)[CH3:2].[NH:52]1[CH2:57][CH2:56][NH:55][CH2:54][CH2:53]1.C(O)(=O)C. The catalyst is CS(C)=O. The product is [CH2:1]([N:3]1[C:7]2=[N:8][C:9]([CH2:50][CH3:51])=[C:10]([CH2:19][NH:20][C:21]([C:23]3[CH:28]=[C:27]([CH3:29])[CH:26]=[C:25]([C:30]([NH:32][CH2:33][C:34]4[CH:35]=[C:36]([C:42]5[CH:47]=[CH:46][CH:45]=[C:44]([CH2:48][N:52]6[CH2:57][CH2:56][NH:55][CH2:54][CH2:53]6)[CH:43]=5)[C:37]([O:40][CH3:41])=[CH:38][CH:39]=4)=[O:31])[CH:24]=3)=[O:22])[C:11]([NH:12][CH:13]3[CH2:18][CH2:17][O:16][CH2:15][CH2:14]3)=[C:6]2[CH:5]=[N:4]1)[CH3:2]. The yield is 0.653. (2) The reactants are [O:1]1[CH:5]=[CH:4][CH:3]=[C:2]1[C:6]1[NH:14][C:13]([NH2:15])=[N:12][C:11]2[C:7]=1[N:8]=[CH:9][N:10]=2.[H-].[Na+].[N+:18]([C:21]1[CH:22]=[C:23]([CH:26]=[CH:27][CH:28]=1)[CH2:24]Br)([O-:20])=[O:19].O. The catalyst is CN(C=O)C. The product is [O:1]1[CH:5]=[CH:4][CH:3]=[C:2]1[C:6]1[N:14]=[C:13]([NH2:15])[N:12]=[C:11]2[C:7]=1[N:8]=[CH:9][N:10]2[CH2:24][C:23]1[CH:26]=[CH:27][CH:28]=[C:21]([N+:18]([O-:20])=[O:19])[CH:22]=1. The yield is 0.600. (3) The reactants are [CH2:1]([C:4]1[CH:9]=[CH:8][CH:7]=[CH:6][CH:5]=1)[CH:2]=[CH2:3].ClC1C=CC=C(C(OO)=[O:18])C=1. The catalyst is ClCCl.ClC1C=CC=C(C(OO)=O)C=1. The product is [O:18]1[CH2:3][CH:2]1[CH2:1][C:4]1[CH:9]=[CH:8][CH:7]=[CH:6][CH:5]=1. The yield is 0.750. (4) The reactants are [C:1](Cl)(=[O:8])[C:2]1[CH:7]=[CH:6][CH:5]=[CH:4][CH:3]=1.[CH2:10]([OH:14])[C@H:11]([OH:13])[CH3:12].N1C(C)=CC(C)=CC=1C. The catalyst is ClCCl. The product is [C:1]([O:14][CH2:10][C@H:11]([OH:13])[CH3:12])(=[O:8])[C:2]1[CH:7]=[CH:6][CH:5]=[CH:4][CH:3]=1. The yield is 0.630. (5) The reactants are [CH3:1][C@:2]1([NH:20][C:21](=[O:27])[O:22][C:23]([CH3:26])([CH3:25])[CH3:24])[CH2:6][CH2:5][N:4]([C@@H:7]([C:12]2[CH:13]=[N:14][C:15]([NH:18][NH2:19])=[CH:16][CH:17]=2)[C:8]([F:11])([F:10])[F:9])[CH2:3]1.[CH:28]([O:31][C:32]1[CH:33]=[CH:34][CH:35]=[C:36]2[C:41]=1[N:40]=[C:39]([CH:42]=O)[CH:38]=[CH:37]2)([CH3:30])[CH3:29]. The catalyst is C(O)C. The product is [CH3:1][C@:2]1([NH:20][C:21](=[O:27])[O:22][C:23]([CH3:26])([CH3:25])[CH3:24])[CH2:6][CH2:5][N:4]([C@@H:7]([C:12]2[CH:13]=[N:14][C:15]([NH:18]/[N:19]=[CH:42]/[C:39]3[CH:38]=[CH:37][C:36]4[C:41](=[C:32]([O:31][CH:28]([CH3:30])[CH3:29])[CH:33]=[CH:34][CH:35]=4)[N:40]=3)=[CH:16][CH:17]=2)[C:8]([F:9])([F:10])[F:11])[CH2:3]1. The yield is 0.679.